Dataset: Reaction yield outcomes from USPTO patents with 853,638 reactions. Task: Predict the reaction yield, written as a fraction of the theoretical maximum amount of product (1.0 means a 100% yield; for example, 0.34 means a 34% yield). (1) The reactants are [F:1][CH2:2][CH2:3][CH2:4]O.CC(OI1(OC(C)=O)(OC(C)=O)OC(=O)C2C=CC=CC1=2)=O.[N:28]1[C:29]2[N:30]([C:41]3[CH:47]=[CH:46][CH:45]=[CH:44][C:42]=3[N:43]=2)[CH:31]=[CH:32][C:33]=1[C:34]1[CH:40]=[CH:39][C:37]([NH2:38])=[CH:36][CH:35]=1.[BH-](OC(C)=O)(OC(C)=O)OC(C)=O.[Na+]. The catalyst is C(Cl)Cl. The product is [N:28]1[C:29]2[N:30]([C:41]3[CH:47]=[CH:46][CH:45]=[CH:44][C:42]=3[N:43]=2)[CH:31]=[CH:32][C:33]=1[C:34]1[CH:35]=[CH:36][C:37]([NH:38][CH2:4][CH2:3][CH2:2][F:1])=[CH:39][CH:40]=1. The yield is 0.330. (2) The reactants are [CH2:1]([N:8]1[CH2:12][CH:11]([C:13]2[CH:18]=[CH:17][C:16]([Cl:19])=[C:15]([F:20])[CH:14]=2)[CH:10]([NH:21][CH3:22])[CH2:9]1)[C:2]1[CH:7]=[CH:6][CH:5]=[CH:4][CH:3]=1.[F:23][C:24]1[CH:25]=[C:26]([CH:29]=[CH:30][C:31]=1[C:32]([F:35])([F:34])[F:33])[CH:27]=O.[BH3-]C#N.[Na+]. The catalyst is CO.CC(O)=O. The product is [CH2:1]([N:8]1[CH2:12][CH:11]([C:13]2[CH:18]=[CH:17][C:16]([Cl:19])=[C:15]([F:20])[CH:14]=2)[CH:10]([N:21]([CH2:27][C:26]2[CH:29]=[CH:30][C:31]([C:32]([F:33])([F:34])[F:35])=[C:24]([F:23])[CH:25]=2)[CH3:22])[CH2:9]1)[C:2]1[CH:3]=[CH:4][CH:5]=[CH:6][CH:7]=1. The yield is 0.280. (3) The reactants are [OH:1][C:2]1[CH:11]=[CH:10][C:5]([C:6]([O:8][CH3:9])=[O:7])=[CH:4][C:3]=1[O:12][CH3:13].Br[CH2:15][CH2:16][CH2:17][Cl:18].C(=O)([O-])[O-].[K+].[K+]. The catalyst is CC(C)=O. The product is [Cl:18][CH2:17][CH2:16][CH2:15][O:1][C:2]1[CH:11]=[CH:10][C:5]([C:6]([O:8][CH3:9])=[O:7])=[CH:4][C:3]=1[O:12][CH3:13]. The yield is 0.972. (4) The reactants are C([Zn]CC)C.[CH:6]1([C:9]#[CH:10])[CH2:8][CH2:7]1.[Li]CCCC.[NH2:16][C:17]1[CH:22]=[CH:21][C:20]([C:23]2[CH:28]=[CH:27][CH:26]=[CH:25][CH:24]=2)=[CH:19][C:18]=1[C:29](=[O:34])[C:30]([F:33])([F:32])[F:31].[CH3:35][S:36](O)(=[O:38])=[O:37]. The catalyst is C1COCC1.C1(C)C=CC=CC=1.C1(C)C=CC=CC=1. The product is [CH3:35][S:36]([O:34][C@@:29]([C:18]1[CH:19]=[C:20]([C:23]2[CH:24]=[CH:25][CH:26]=[CH:27][CH:28]=2)[CH:21]=[CH:22][C:17]=1[NH2:16])([C:10]#[C:9][CH:6]1[CH2:8][CH2:7]1)[C:30]([F:31])([F:32])[F:33])(=[O:38])=[O:37]. The yield is 0.590.